This data is from Reaction yield outcomes from USPTO patents with 853,638 reactions. The task is: Predict the reaction yield, written as a fraction of the theoretical maximum amount of product (1.0 means a 100% yield; for example, 0.34 means a 34% yield). (1) The reactants are [CH3:1][O:2][C:3]1[CH:8]=[CH:7][C:6]([C:9]2[N:10]=[CH:11][NH:12][CH:13]=2)=[CH:5][CH:4]=1.[H-].[Na+].[CH3:16][Si:17]([CH2:20][CH2:21][O:22][CH2:23]Cl)([CH3:19])[CH3:18]. No catalyst specified. The product is [CH3:1][O:2][C:3]1[CH:8]=[CH:7][C:6]([C:9]2[N:10]=[CH:11][N:12]([CH2:23][O:22][CH2:21][CH2:20][Si:17]([CH3:19])([CH3:18])[CH3:16])[CH:13]=2)=[CH:5][CH:4]=1. The yield is 0.640. (2) The reactants are [NH2:1][C:2]1[CH:3]=[C:4]2[C:20](=[O:21])[NH:19][N:18]=[CH:17][C:6]3=[C:7]([C:11]4[CH:16]=[CH:15][CH:14]=[CH:13][CH:12]=4)[NH:8][C:9]([CH:10]=1)=[C:5]23.[OH:22][C@H:23]([C:27]1[CH:32]=[CH:31][CH:30]=[CH:29][CH:28]=1)[C:24](O)=[O:25].C(N(CC)CC)C.F[P-](F)(F)(F)(F)F.N1(OC(N(C)C)=[N+](C)C)C2N=CC=CC=2N=N1. The catalyst is C(Cl)Cl.CO.C(OCC)C.C(OCC)(=O)C.C(OCC)C.C(O)C.C(OCC)(=O)C.CCCCCC. The product is [OH:22][C@H:23]([C:27]1[CH:32]=[CH:31][CH:30]=[CH:29][CH:28]=1)[C:24]([NH:1][C:2]1[CH:3]=[C:4]2[C:20](=[O:21])[NH:19][N:18]=[CH:17][C:6]3=[C:7]([C:11]4[CH:12]=[CH:13][CH:14]=[CH:15][CH:16]=4)[NH:8][C:9]([CH:10]=1)=[C:5]23)=[O:25]. The yield is 0.560. (3) The reactants are [NH2:1][C:2]1[CH:10]=[C:9]([F:11])[CH:8]=[CH:7][C:3]=1[C:4](O)=[O:5].C(O)(=O)C.[CH:16](N)=[NH:17]. The catalyst is C(O)C. The product is [F:11][C:9]1[CH:10]=[C:2]2[C:3]([C:4](=[O:5])[NH:17][CH:16]=[N:1]2)=[CH:7][CH:8]=1. The yield is 0.820.